This data is from Full USPTO retrosynthesis dataset with 1.9M reactions from patents (1976-2016). The task is: Predict the reactants needed to synthesize the given product. Given the product [Cl:1][C:2]1[N:3]=[CH:4][C:5]([C:6]2[O:16][CH2:15][C:9]3([CH2:14][CH2:13][CH2:12][CH2:11][CH2:10]3)[N:8]=2)=[CH:17][CH:18]=1, predict the reactants needed to synthesize it. The reactants are: [Cl:1][C:2]1[CH:18]=[CH:17][C:5]([C:6]([NH:8][C:9]2([CH2:15][OH:16])[CH2:14][CH2:13][CH2:12][CH2:11][CH2:10]2)=O)=[CH:4][N:3]=1.S(Cl)(Cl)=O.C(=O)([O-])[O-].[K+].[K+].